Dataset: Peptide-MHC class I binding affinity with 185,985 pairs from IEDB/IMGT. Task: Regression. Given a peptide amino acid sequence and an MHC pseudo amino acid sequence, predict their binding affinity value. This is MHC class I binding data. (1) The peptide sequence is FGALFMWLL. The MHC is HLA-A11:01 with pseudo-sequence HLA-A11:01. The binding affinity (normalized) is 0.213. (2) The peptide sequence is GLGGDASAY. The MHC is HLA-A01:01 with pseudo-sequence HLA-A01:01. The binding affinity (normalized) is 0.0847. (3) The peptide sequence is KEMAETQHG. The MHC is HLA-B44:02 with pseudo-sequence HLA-B44:02. The binding affinity (normalized) is 0.541. (4) The peptide sequence is TFMDGTPEL. The MHC is HLA-A26:01 with pseudo-sequence HLA-A26:01. The binding affinity (normalized) is 0.0847.